Dataset: Full USPTO retrosynthesis dataset with 1.9M reactions from patents (1976-2016). Task: Predict the reactants needed to synthesize the given product. (1) Given the product [C:1]1([S:7]([C:10]2[CH:11]=[C:12]3[C:17](=[CH:18][CH:19]=2)[C:16]([CH2:20][NH:21][C:24]2[NH:28][C:27](=[O:29])[CH2:26][N:25]=2)=[CH:15][CH:14]=[CH:13]3)(=[O:9])=[O:8])[CH:2]=[CH:3][CH:4]=[CH:5][CH:6]=1, predict the reactants needed to synthesize it. The reactants are: [C:1]1([S:7]([C:10]2[CH:11]=[C:12]3[C:17](=[CH:18][CH:19]=2)[C:16]([CH2:20][NH2:21])=[CH:15][CH:14]=[CH:13]3)(=[O:9])=[O:8])[CH:6]=[CH:5][CH:4]=[CH:3][CH:2]=1.CS[C:24]1[NH:28][C:27](=[O:29])[CH2:26][N:25]=1.[OH-].[Na+]. (2) Given the product [C:17]([O-:22])(=[O:21])[C:18]([CH3:20])=[CH2:19].[CH3:3][C:2]([OH:16])([C:4]([C:6]1[CH:11]=[CH:10][C:9]([O:12][CH2:13][CH2:14][OH:15])=[CH:8][CH:7]=1)=[O:5])[CH3:1], predict the reactants needed to synthesize it. The reactants are: [CH3:1][C:2]([OH:16])([C:4]([C:6]1[CH:11]=[CH:10][C:9]([O:12][CH2:13][CH2:14][OH:15])=[CH:8][CH:7]=1)=[O:5])[CH3:3].[C:17]([O:22]C(=O)C(C)=C)(=[O:21])[C:18]([CH3:20])=[CH2:19]. (3) Given the product [C:1]1([N:7]2[C:14]([OH:15])=[CH:13][C:12]([C:11]([F:21])([F:20])[F:10])=[N:8]2)[CH:6]=[CH:5][CH:4]=[CH:3][CH:2]=1, predict the reactants needed to synthesize it. The reactants are: [C:1]1([NH:7][NH2:8])[CH:6]=[CH:5][CH:4]=[CH:3][CH:2]=1.Cl.[F:10][C:11]([F:21])([F:20])[C:12](=O)[CH2:13][C:14](OCC)=[O:15]. (4) Given the product [CH3:10][O:9][C:7]1[CH:6]=[C:5]([CH2:11][CH2:12][C:13]2[N:14]=[C:15]3[CH:21]=[C:20]([C:22]4[CH:23]=[N:24][N:25]([CH2:27][C:28]([N:41]([CH3:42])[CH3:40])=[O:30])[CH:26]=4)[NH:19][C:16]3=[N:17][CH:18]=2)[CH:4]=[C:3]([O:2][CH3:1])[CH:8]=1, predict the reactants needed to synthesize it. The reactants are: [CH3:1][O:2][C:3]1[CH:4]=[C:5]([CH2:11][CH2:12][C:13]2[N:14]=[C:15]3[CH:21]=[C:20]([C:22]4[CH:23]=[N:24][N:25]([CH2:27][C:28]([OH:30])=O)[CH:26]=4)[N:19](S(C4C=CC=CC=4)(=O)=O)[C:16]3=[N:17][CH:18]=2)[CH:6]=[C:7]([O:9][CH3:10])[CH:8]=1.[CH3:40][NH:41][CH3:42].F[P-](F)(F)(F)(F)F.C[N+](C)=C(N(C)C)ON1C2N=CC=CC=2N=N1.C(N(CC)C(C)C)(C)C.C(=O)([O-])[O-].[K+].[K+]. (5) Given the product [Br:1][C:2]1[CH:3]=[CH:4][C:5]2[O:9][C:8]3[C:10](=[O:12])[NH:11][C:14]([CH:43]4[CH2:42][N:41]([CH:38]5[CH2:37][CH2:36][N:35]([C:33]([O:32][C:28]([CH3:30])([CH3:29])[CH3:31])=[O:34])[CH2:40][CH2:39]5)[C:45](=[O:46])[CH2:44]4)=[N:13][C:7]=3[C:6]=2[CH:27]=1, predict the reactants needed to synthesize it. The reactants are: [Br:1][C:2]1[CH:3]=[CH:4][C:5]2[O:9][C:8]([C:10](=[O:12])[NH2:11])=[C:7]([NH:13][C:14](C3CN(C(OC(C)(C)C)=O)C3)=O)[C:6]=2[CH:27]=1.[C:28]([O:32][C:33]([N:35]1[CH2:40][CH2:39][CH:38]([N:41]2[C:45](=[O:46])[CH2:44][CH:43](C(O)=O)[CH2:42]2)[CH2:37][CH2:36]1)=[O:34])([CH3:31])([CH3:30])[CH3:29].C(N1CC(C(O)=O)C1)(OC(C)(C)C)=O. (6) Given the product [N:1]12[CH2:8][CH2:7][CH:4]([CH2:5][CH2:6]1)[C@@H:3]([O:9][C:10](=[O:24])[C@:11]([CH:18]1[CH2:23][CH2:22][CH2:21][CH2:20][CH2:19]1)([OH:17])[C:12]1[CH:26]=[CH:25][CH:14]=[CH:15][CH:16]=1)[CH2:2]2, predict the reactants needed to synthesize it. The reactants are: [N:1]12[CH2:8][CH2:7][CH:4]([CH2:5][CH2:6]1)[C@@H:3]([O:9][C:10](=[O:24])[C@:11]([CH:18]1[CH2:23][CH2:22][CH2:21][CH2:20][CH2:19]1)([OH:17])[C:12]1S[CH:14]=[CH:15][CH:16]=1)[CH2:2]2.[CH:25]1([C@@](O)(C2C=CC=CC=2)C(O)=O)CCCC[CH2:26]1. (7) Given the product [F:8][C:9]1[CH:27]=[C:26]([S:28]([CH3:31])(=[O:30])=[O:29])[CH:25]=[CH:24][C:10]=1[CH2:11][N:12]1[CH2:16][CH2:15][N:14]([CH:17]2[CH2:22][CH2:21][N:20]([C:42]3[S:46][N:45]=[C:44]([CH:47]([CH3:49])[CH3:48])[N:43]=3)[CH2:19][CH2:18]2)[C:13]1=[O:23], predict the reactants needed to synthesize it. The reactants are: FC(F)(F)C(O)=O.[F:8][C:9]1[CH:27]=[C:26]([S:28]([CH3:31])(=[O:30])=[O:29])[CH:25]=[CH:24][C:10]=1[CH2:11][N:12]1[CH2:16][CH2:15][N:14]([CH:17]2[CH2:22][CH2:21][NH:20][CH2:19][CH2:18]2)[C:13]1=[O:23].C(N(C(C)C)C(C)C)C.Cl[C:42]1[S:46][N:45]=[C:44]([CH:47]([CH3:49])[CH3:48])[N:43]=1. (8) Given the product [Cl:1][C:2]1[CH:3]=[CH:4][C:5]([C:8]2[N:12]3[CH:13]=[C:14]([C:17]4[CH:18]=[CH:19][C:20]([C:21]([N:23]5[CH2:24][CH2:25][NH:26][CH2:27][CH2:28]5)=[O:22])=[CH:36][CH:37]=4)[N:15]=[CH:16][C:11]3=[N:10][CH:9]=2)=[CH:6][CH:7]=1.[C:38]([OH:44])([C:40]([F:43])([F:42])[F:41])=[O:39], predict the reactants needed to synthesize it. The reactants are: [Cl:1][C:2]1[CH:7]=[CH:6][C:5]([C:8]2[N:12]3[CH:13]=[C:14]([C:17]4[CH:37]=[CH:36][C:20]([C:21]([N:23]5[CH2:28][CH2:27][N:26](C(OC(C)(C)C)=O)[CH2:25][CH2:24]5)=[O:22])=[CH:19][CH:18]=4)[N:15]=[CH:16][C:11]3=[N:10][CH:9]=2)=[CH:4][CH:3]=1.[C:38]([OH:44])([C:40]([F:43])([F:42])[F:41])=[O:39]. (9) The reactants are: Cl.Cl.[NH2:3][C:4]1[CH:9]=[CH:8][C:7]([C:10]2[CH:15]=[CH:14][C:13]([NH:16][C:17]([C@@H:19]3[CH:24]4[CH2:25][CH2:26][N:21]([CH2:22][CH2:23]4)[CH2:20]3)=[O:18])=[CH:12][CH:11]=2)=[CH:6][CH:5]=1.[F:27][C:28]1[CH:29]=[C:30]([CH:34]=[CH:35][CH:36]=1)[C:31]([Cl:33])=[O:32]. Given the product [ClH:33].[F:27][C:28]1[CH:29]=[C:30]([CH:34]=[CH:35][CH:36]=1)[C:31]([NH:3][C:4]1[CH:9]=[CH:8][C:7]([C:10]2[CH:11]=[CH:12][C:13]([NH:16][C:17]([C@@H:19]3[CH:24]4[CH2:23][CH2:22][N:21]([CH2:26][CH2:25]4)[CH2:20]3)=[O:18])=[CH:14][CH:15]=2)=[CH:6][CH:5]=1)=[O:32], predict the reactants needed to synthesize it.